This data is from Full USPTO retrosynthesis dataset with 1.9M reactions from patents (1976-2016). The task is: Predict the reactants needed to synthesize the given product. (1) The reactants are: C([Si](C)(C)[O:6][C:7]1[C:8]([F:25])=[C:9]([C@H:14]([NH:18][S@:19]([C:21]([CH3:24])([CH3:23])[CH3:22])=[O:20])[CH:15]2[CH2:17][CH2:16]2)[CH:10]=[CH:11][C:12]=1[Cl:13])(C)(C)C.O.[F-].[Cs+]. Given the product [Cl:13][C:12]1[CH:11]=[CH:10][C:9]([C@H:14]([NH:18][S@:19]([C:21]([CH3:22])([CH3:23])[CH3:24])=[O:20])[CH:15]2[CH2:16][CH2:17]2)=[C:8]([F:25])[C:7]=1[OH:6], predict the reactants needed to synthesize it. (2) Given the product [CH:20]([C@H:19]1[CH2:18][O:17][C:16](=[O:23])[N:15]1[C:13]1[CH:12]=[CH:11][N:10]=[C:9]([NH:1][C@@H:2]([CH3:7])[C:3]([O:5][CH3:6])=[O:4])[N:14]=1)([CH3:22])[CH3:21], predict the reactants needed to synthesize it. The reactants are: [NH2:1][C@@H:2]([CH3:7])[C:3]([O:5][CH3:6])=[O:4].Cl[C:9]1[N:14]=[C:13]([N:15]2[C@@H:19]([CH:20]([CH3:22])[CH3:21])[CH2:18][O:17][C:16]2=[O:23])[CH:12]=[CH:11][N:10]=1.CCN(C(C)C)C(C)C. (3) Given the product [OH:11][C:10]1[CH:9]=[CH:8][C:4]([C:5]([NH2:7])=[O:6])=[CH:3][C:2]=1[NH:1][C:25]([NH2:24])=[S:26], predict the reactants needed to synthesize it. The reactants are: [NH2:1][C:2]1[CH:3]=[C:4]([CH:8]=[CH:9][C:10]=1[O:11]C(C)(C)C)[C:5]([NH2:7])=[O:6].C([N:24]=[C:25]=[S:26])(=O)C1C=CC=CC=1.O.[NH4+].[OH-]. (4) Given the product [C:22]([C:19]1[CH:20]=[CH:21][C:16]([N:11]2[C@@H:10]3[CH2:28][CH2:29][C:7]([C:41]4[CH:42]=[CH:43][C:44]([C:45]([NH:46][CH3:47])=[O:48])=[C:39]([F:38])[CH:40]=4)=[CH:8][C@H:9]3[N:13]([CH3:14])[C:12]2=[O:15])=[CH:17][C:18]=1[C:24]([F:26])([F:27])[F:25])#[N:23], predict the reactants needed to synthesize it. The reactants are: FC(F)(F)S(O[C:7]1[CH2:29][CH2:28][C@H:10]2[N:11]([C:16]3[CH:21]=[CH:20][C:19]([C:22]#[N:23])=[C:18]([C:24]([F:27])([F:26])[F:25])[CH:17]=3)[C:12](=[O:15])[N:13]([CH3:14])[C@@H:9]2[CH:8]=1)(=O)=O.C([O-])([O-])=O.[Na+].[Na+].[F:38][C:39]1[CH:40]=[C:41](B(O)O)[CH:42]=[CH:43][C:44]=1[C:45](=[O:48])[NH:46][CH3:47].[Al]. (5) Given the product [CH2:1]([O:3][C:4]([C:6]1[CH:7]=[N:8][N:9]([C:11]2[N:15]([CH2:16][O:17][CH2:18][CH2:19][O:20][CH3:21])[C:14]3[CH:22]=[C:23]([Cl:27])[C:24]([NH:26][C:29]4[CH:45]=[CH:44][CH:32]=[CH:31][CH:30]=4)=[CH:25][C:13]=3[N:12]=2)[CH:10]=1)=[O:5])[CH3:2], predict the reactants needed to synthesize it. The reactants are: [CH2:1]([O:3][C:4]([C:6]1[CH:7]=[N:8][N:9]([C:11]2[N:15]([CH2:16][O:17][CH2:18][CH2:19][O:20][CH3:21])[C:14]3[CH:22]=[C:23]([Cl:27])[C:24]([NH2:26])=[CH:25][C:13]=3[N:12]=2)[CH:10]=1)=[O:5])[CH3:2].N[C:29]1[C:45](Cl)=[CH:44][C:32]2NC(N3C=C(C(O)=O)C=N3)=N[C:31]=2[CH:30]=1.BrC1C=CC=CC=1.CC(C)([O-])C.[Na+]. (6) Given the product [CH2:23]([O:7][CH:1]1[C:2]2[S:17][C:16]([C:15]3[CH:19]=[CH:20][C:12]([N:11]([CH2:9][CH3:10])[CH2:21][CH3:22])=[CH:13][CH:14]=3)=[N:18][C:3]=2[CH2:4][CH2:5][CH2:6]1)[CH3:24], predict the reactants needed to synthesize it. The reactants are: [CH:1]12[O:7][CH:6]1[CH2:5][CH2:4][CH2:3][C:2]2=O.[CH2:9]([N:11]([CH2:21][CH3:22])[C:12]1[CH:20]=[CH:19][C:15]([C:16]([NH2:18])=[S:17])=[CH:14][CH:13]=1)[CH3:10].[CH3:23][CH2:24]O. (7) Given the product [NH2:1][C:2]1[CH:3]=[C:4]([C:5]([N:13]2[CH2:18][CH2:17][CH2:16][C@@H:15]3[C:19]4[CH:20]=[CH:21][CH:22]=[CH:23][C:24]=4[CH2:25][C@H:14]23)=[O:7])[CH:8]=[CH:9][C:10]=1[O:11][CH3:12], predict the reactants needed to synthesize it. The reactants are: [NH2:1][C:2]1[CH:3]=[C:4]([CH:8]=[CH:9][C:10]=1[O:11][CH3:12])[C:5]([OH:7])=O.[NH:13]1[CH2:18][CH2:17][CH2:16][C@@H:15]2[C:19]3[CH:20]=[CH:21][CH:22]=[CH:23][C:24]=3[CH2:25][C@H:14]12.F[P-](F)(F)(F)(F)F.N1(OC(N(C)C)=[N+](C)C)C2N=CC=CC=2N=N1. (8) Given the product [F:17][C:2]1([F:1])[O:6][C:5]2[CH:7]=[CH:8][C:9]([C:11]3([C:14]([NH:42][CH:43]4[C:59]5[C:54](=[CH:55][C:56]([O:60][CH3:61])=[CH:57][CH:58]=5)[O:53][C:45]5([CH2:48][CH:47]([C:49]([O:51][CH3:52])=[O:50])[CH2:46]5)[CH2:44]4)=[O:16])[CH2:12][CH2:13]3)=[CH:10][C:4]=2[O:3]1, predict the reactants needed to synthesize it. The reactants are: [F:1][C:2]1([F:17])[O:6][C:5]2[CH:7]=[CH:8][C:9]([C:11]3([C:14]([OH:16])=O)[CH2:13][CH2:12]3)=[CH:10][C:4]=2[O:3]1.CN(C(ON1N=NC2C=CC=NC1=2)=[N+](C)C)C.F[P-](F)(F)(F)(F)F.[NH2:42][CH:43]1[C:59]2[C:54](=[CH:55][C:56]([O:60][CH3:61])=[CH:57][CH:58]=2)[O:53][C:45]2([CH2:48][CH:47]([C:49]([O:51][CH3:52])=[O:50])[CH2:46]2)[CH2:44]1.C(N(C(C)C)C(C)C)C. (9) Given the product [CH2:16]1[S:17][C@H:18]([CH2:20][OH:21])[O:19][C@@H:15]1[N:12]1[C:11](=[O:33])[N:10]=[C:9]([NH2:8])[CH:14]=[CH:13]1.[CH:26]1[CH:25]=[C:24]([C:30]([OH:2])=[O:36])[C:23]([OH:22])=[CH:28][CH:27]=1, predict the reactants needed to synthesize it. The reactants are: P([O-])([O-])(O)=[O:2].[K+].[K+].[NH2:8][C:9]1[CH:14]=[CH:13][N:12]([C@H:15]2[O:19][C@@H:18]([C:20]([O:22][C@@H:23]3[CH2:28][C@H:27](C)[CH2:26][CH2:25][C@H:24]3[CH:30](C)C)=[O:21])[S:17][CH2:16]2)[C:11](=[O:33])[N:10]=1.[BH4-].[Na+].[OH-:36].[Na+].